Predict which catalyst facilitates the given reaction. From a dataset of Catalyst prediction with 721,799 reactions and 888 catalyst types from USPTO. (1) Reactant: C([NH:3][C:4](=[O:20])[C:5]([CH2:10][C:11]1[S:12][C:13]2[CH:19]=[CH:18][CH:17]=[CH:16][C:14]=2[CH:15]=1)([CH3:9])[C:6]([NH2:8])=[O:7])C.[OH-].[Na+:22]. Product: [Na+:22].[S:12]1[C:13]2[CH:19]=[CH:18][CH:17]=[CH:16][C:14]=2[CH:15]=[C:11]1[CH2:10][C:5]([CH3:9])([C:6]([NH-:8])=[O:7])[C:4]([NH-:3])=[O:20].[Na+:22]. The catalyst class is: 353. (2) Reactant: CCN(C(C)C)C(C)C.OC(C(F)(F)F)=O.[NH2:17][CH2:18][C:19]([N:21]1[CH2:26][CH2:25][N:24]([C:27](=[O:38])[C:28]2[CH:33]=[CH:32][CH:31]=[CH:30][C:29]=2[C:34]([F:37])([F:36])[F:35])[CH2:23][CH2:22]1)=[O:20].C1C=CC2N(O)N=NC=2C=1.CCN=C=NCCCN(C)C.Cl.[O:61]([C:68]1[CH:76]=[CH:75][C:71]([C:72](O)=[O:73])=[CH:70][CH:69]=1)[C:62]1[CH:67]=[CH:66][CH:65]=[CH:64][CH:63]=1. Product: [O:20]=[C:19]([N:21]1[CH2:22][CH2:23][N:24]([C:27](=[O:38])[C:28]2[CH:33]=[CH:32][CH:31]=[CH:30][C:29]=2[C:34]([F:37])([F:35])[F:36])[CH2:25][CH2:26]1)[CH2:18][NH:17][C:72](=[O:73])[C:71]1[CH:70]=[CH:69][C:68]([O:61][C:62]2[CH:67]=[CH:66][CH:65]=[CH:64][CH:63]=2)=[CH:76][CH:75]=1. The catalyst class is: 18. (3) Reactant: [CH2:1]([O:3][C:4](=[O:32])[CH2:5][C:6]1[CH:11]=[CH:10][C:9]([O:12][CH3:13])=[C:8]([O:14][C:15]2[CH:20]=[CH:19][C:18]([N+:21]([O-])=O)=[CH:17][C:16]=2[CH2:24][S:25][C:26]2[CH:31]=[CH:30][CH:29]=[CH:28][CH:27]=2)[CH:7]=1)[CH3:2].[Sn](Cl)Cl.C(Cl)Cl.C(=O)(O)[O-].[Na+]. Product: [CH2:1]([O:3][C:4](=[O:32])[CH2:5][C:6]1[CH:11]=[CH:10][C:9]([O:12][CH3:13])=[C:8]([O:14][C:15]2[CH:20]=[CH:19][C:18]([NH2:21])=[CH:17][C:16]=2[CH2:24][S:25][C:26]2[CH:31]=[CH:30][CH:29]=[CH:28][CH:27]=2)[CH:7]=1)[CH3:2]. The catalyst class is: 88. (4) Reactant: [NH2:1][C:2]1[CH:3]=[C:4]2[C:9](=[CH:10][CH:11]=1)[CH:8]=[N:7][CH:6]=[CH:5]2.[NH:12]1[C:20]2[C:15](=[CH:16][CH:17]=[CH:18][CH:19]=2)[CH2:14][CH:13]1[C:21](O)=[O:22].CN(C(ON1N=NC2C=CC=NC1=2)=[N+](C)C)C.F[P-](F)(F)(F)(F)F.C(N(C(C)C)CC)(C)C. Product: [CH:8]1[C:9]2[C:4](=[CH:3][C:2]([NH:1][C:21]([CH:13]3[CH2:14][C:15]4[C:20](=[CH:19][CH:18]=[CH:17][CH:16]=4)[NH:12]3)=[O:22])=[CH:11][CH:10]=2)[CH:5]=[CH:6][N:7]=1. The catalyst class is: 3. (5) Reactant: C[O:2][C:3](=[O:24])[C:4]1[CH:9]=[CH:8][C:7]([S:10][C:11]2[CH:16]=[CH:15][C:14]([CH2:17][N:18]3[CH2:23][CH2:22][O:21][CH2:20][CH2:19]3)=[CH:13][CH:12]=2)=[CH:6][CH:5]=1.Cl. Product: [N:18]1([CH2:17][C:14]2[CH:15]=[CH:16][C:11]([S:10][C:7]3[CH:6]=[CH:5][C:4]([C:3]([OH:24])=[O:2])=[CH:9][CH:8]=3)=[CH:12][CH:13]=2)[CH2:23][CH2:22][O:21][CH2:20][CH2:19]1. The catalyst class is: 12.